This data is from Full USPTO retrosynthesis dataset with 1.9M reactions from patents (1976-2016). The task is: Predict the reactants needed to synthesize the given product. (1) Given the product [C:19]([C:21]1[N:25]([CH3:26])[C:24]([C:2]2[CH:7]=[CH:6][C:5]([S:8]([NH:11][CH2:12][CH2:13][CH3:14])(=[O:10])=[O:9])=[C:4]([C:15]([F:18])([F:17])[F:16])[CH:3]=2)=[CH:23][CH:22]=1)#[N:20], predict the reactants needed to synthesize it. The reactants are: Br[C:2]1[CH:7]=[CH:6][C:5]([S:8]([NH:11][CH2:12][CH2:13][CH3:14])(=[O:10])=[O:9])=[C:4]([C:15]([F:18])([F:17])[F:16])[CH:3]=1.[C:19]([C:21]1[N:25]([CH3:26])[C:24](B(O)O)=[CH:23][CH:22]=1)#[N:20].[F-].[K+].C(P(C(C)(C)C)C(C)(C)C)(C)(C)C. (2) Given the product [CH:1]1([C:6]2([CH2:14][CH2:15][C:16]3[CH:21]=[C:20]([CH2:22][CH3:23])[C:19]([OH:24])=[CH:18][C:17]=3[O:25][CH3:26])[O:11][C:10](=[O:12])[C:9]([CH2:35][C:31]3[N:30]=[C:29]([CH2:27][CH3:28])[NH:33][C:32]=3[CH3:34])=[C:8]([OH:13])[CH2:7]2)[CH2:5][CH2:4][CH2:3][CH2:2]1, predict the reactants needed to synthesize it. The reactants are: [CH:1]1([C:6]2([CH2:14][CH2:15][C:16]3[CH:21]=[C:20]([CH2:22][CH3:23])[C:19]([OH:24])=[CH:18][C:17]=3[O:25][CH3:26])[O:11][C:10](=[O:12])[CH2:9][C:8](=[O:13])[CH2:7]2)[CH2:5][CH2:4][CH2:3][CH2:2]1.[CH2:27]([C:29]1[NH:30][C:31]([CH:35]=O)=[C:32]([CH3:34])[N:33]=1)[CH3:28].CC1C=NC2N(N=C(C=O)N=2)C=1.